Dataset: Reaction yield outcomes from USPTO patents with 853,638 reactions. Task: Predict the reaction yield, written as a fraction of the theoretical maximum amount of product (1.0 means a 100% yield; for example, 0.34 means a 34% yield). (1) The reactants are [CH3:1][O:2][C:3]([C:5]1[C:6]([CH3:15])=[C:7]2[N:12]([CH:13]=1)[N:11]=[CH:10][N:9]=[C:8]2Cl)=[O:4].[CH3:16][C:17]1[NH:18][C:19]2[C:24]([CH:25]=1)=[CH:23][C:22]([OH:26])=[CH:21][CH:20]=2.C(N(CC)CC)C. The catalyst is C(#N)C. The product is [CH3:1][O:2][C:3]([C:5]1[C:6]([CH3:15])=[C:7]2[N:12]([CH:13]=1)[N:11]=[CH:10][N:9]=[C:8]2[O:26][C:22]1[CH:23]=[C:24]2[C:19](=[CH:20][CH:21]=1)[NH:18][C:17]([CH3:16])=[CH:25]2)=[O:4]. The yield is 0.850. (2) The reactants are [Cl:1][C:2]1[N:3]=[C:4]([CH3:30])[NH:5][C:6]=1[C:7]([NH:9][CH2:10][C:11]1[CH:16]=[CH:15][C:14]([Cl:17])=[C:13]([O:18][C:19]2[CH:24]=[C:23]([CH:25]=C)[CH:22]=[C:21]([C:27]#[N:28])[CH:20]=2)[C:12]=1[F:29])=[O:8].I([O-])(=O)(=O)=[O:32].[Na+]. The catalyst is C1COCC1.O.CCOC(C)=O.[Os](=O)(=O)(=O)=O. The product is [Cl:1][C:2]1[N:3]=[C:4]([CH3:30])[NH:5][C:6]=1[C:7]([NH:9][CH2:10][C:11]1[CH:16]=[CH:15][C:14]([Cl:17])=[C:13]([O:18][C:19]2[CH:24]=[C:23]([CH:25]=[O:32])[CH:22]=[C:21]([C:27]#[N:28])[CH:20]=2)[C:12]=1[F:29])=[O:8]. The yield is 0.940. (3) The reactants are C(OC([N:8]1[CH2:13][CH2:12][CH:11]([O:14][C:15]2[CH:20]=[CH:19][C:18]([C:21]3[C:29]4[C:24](=[CH:25][CH:26]=[C:27]([NH:30][C:31](=[O:43])[CH:32]([N:38]5[CH2:42][CH2:41][CH2:40][CH2:39]5)[C:33]5[CH:37]=[CH:36][S:35][CH:34]=5)[CH:28]=4)[NH:23][N:22]=3)=[CH:17][C:16]=2[Cl:44])[CH2:10][CH2:9]1)=O)(C)(C)C.C(O)(C(F)(F)F)=O. The catalyst is C(Cl)Cl. The product is [Cl:44][C:16]1[CH:17]=[C:18]([C:21]2[C:29]3[C:24](=[CH:25][CH:26]=[C:27]([NH:30][C:31](=[O:43])[CH:32]([N:38]4[CH2:39][CH2:40][CH2:41][CH2:42]4)[C:33]4[CH:37]=[CH:36][S:35][CH:34]=4)[CH:28]=3)[NH:23][N:22]=2)[CH:19]=[CH:20][C:15]=1[O:14][CH:11]1[CH2:10][CH2:9][NH:8][CH2:13][CH2:12]1. The yield is 0.850. (4) The reactants are O[C:2]1[CH:7]=[CH:6][N:5]2[N:8]=[CH:9][C:10]([C:11]([O:13][CH2:14][CH3:15])=[O:12])=[C:4]2[N:3]=1.F[P-](F)(F)(F)(F)F.N1(O[P+](N(C)C)(N(C)C)N(C)C)C2C=CC=CC=2N=N1.CCN(C(C)C)C(C)C.Cl.Cl.[Cl:54][C:55]1[C:60]([C@H:61]2[CH2:65][CH2:64][CH2:63][NH:62]2)=[CH:59][C:58]([F:66])=[CH:57][N:56]=1. The catalyst is CN(C=O)C. The product is [Cl:54][C:55]1[C:60]([C@H:61]2[CH2:65][CH2:64][CH2:63][N:62]2[C:2]2[CH:7]=[CH:6][N:5]3[N:8]=[CH:9][C:10]([C:11]([O:13][CH2:14][CH3:15])=[O:12])=[C:4]3[N:3]=2)=[CH:59][C:58]([F:66])=[CH:57][N:56]=1. The yield is 0.680. (5) The yield is 0.360. The reactants are [CH2:1]([O:8][CH2:9][CH2:10][CH2:11][O:12][C:13]1[CH:18]=[CH:17][C:16]([CH:19]2[CH:24](O)[CH2:23][N:22]([C:26]([O:28][C:29]([CH3:32])([CH3:31])[CH3:30])=[O:27])[CH2:21][CH:20]2[O:33][CH2:34]C2C=CC3C(=CC=CC=3)C=2)=[CH:15][CH:14]=1)[C:2]1[CH:7]=[CH:6][CH:5]=[CH:4][CH:3]=1.[C:58]1(P([C:58]2[CH:63]=[CH:62][CH:61]=[CH:60][CH:59]=2)[C:58]2[CH:63]=[CH:62][CH:61]=[CH:60][CH:59]=2)[CH:63]=[CH:62][CH:61]=[CH:60][CH:59]=1.N(C(OCC)=O)=NC(OCC)=O.C1(P([N:90]=[N+:91]=[N-:92])(C2C=CC=CC=2)=O)C=CC=CC=1.O1[CH2:97][CH2:96][CH2:95][CH2:94]1. No catalyst specified. The product is [N:90]([CH:24]1[CH2:23][N:22]([C:26]([O:28][C:29]([CH3:31])([CH3:32])[CH3:30])=[O:27])[CH2:21][CH:20]([O:33][CH2:34][C:61]2[CH:60]=[CH:59][C:58]3[C:63](=[CH:94][CH:95]=[CH:96][CH:97]=3)[CH:62]=2)[CH:19]1[C:16]1[CH:17]=[CH:18][C:13]([O:12][CH2:11][CH2:10][CH2:9][O:8][CH2:1][C:2]2[CH:7]=[CH:6][CH:5]=[CH:4][CH:3]=2)=[CH:14][CH:15]=1)=[N+:91]=[N-:92]. (6) The reactants are C([O:3][CH:4](OCC)[C:5]1[O:13][C:12]2[C:11]([N:14]3[CH2:19][CH2:18][N:17]([S:20]([CH:23]([CH3:25])[CH3:24])(=[O:22])=[O:21])[CH2:16][CH2:15]3)=[CH:10][N:9]=[CH:8][C:7]=2[CH:6]=1)C.Cl.C(=O)(O)[O-].[Na+]. No catalyst specified. The product is [CH:23]([S:20]([N:17]1[CH2:16][CH2:15][N:14]([C:11]2[C:12]3[O:13][C:5]([CH:4]=[O:3])=[CH:6][C:7]=3[CH:8]=[N:9][CH:10]=2)[CH2:19][CH2:18]1)(=[O:21])=[O:22])([CH3:25])[CH3:24]. The yield is 0.910. (7) The reactants are [CH3:1][C:2]1[CH:6]=[C:5]([CH2:7][C:8]([O:10]CC)=[O:9])[O:4][N:3]=1.Br[CH2:14][CH2:15]Br.[OH-].[Na+]. The catalyst is C1(C)C=CC=CC=1.[Br-].C([N+](CCCC)(CCCC)CCCC)CCC. The product is [CH3:1][C:2]1[CH:6]=[C:5]([C:7]2([C:8]([OH:10])=[O:9])[CH2:15][CH2:14]2)[O:4][N:3]=1. The yield is 0.760. (8) The reactants are [F:1][C:2]1[CH:15]=[CH:14][C:5]([C:6]([CH:8]2[CH2:13][CH2:12][NH:11][CH2:10][CH2:9]2)=[O:7])=[CH:4][CH:3]=1.[C:16]([O:20][C:21](=[O:29])[NH:22][CH2:23][C@@H:24]1[CH2:26][C@H:25]1[CH:27]=O)([CH3:19])([CH3:18])[CH3:17].C(O[BH-](OC(=O)C)OC(=O)C)(=O)C.[Na+]. The catalyst is ClCCCl. The product is [C:16]([O:20][C:21](=[O:29])[NH:22][CH2:23][C@@H:24]1[CH2:26][C@H:25]1[CH2:27][N:11]1[CH2:12][CH2:13][CH:8]([C:6](=[O:7])[C:5]2[CH:4]=[CH:3][C:2]([F:1])=[CH:15][CH:14]=2)[CH2:9][CH2:10]1)([CH3:19])([CH3:17])[CH3:18]. The yield is 0.600. (9) The reactants are [CH3:1][C:2]1[N:3]=[C:4]2[C:9]([CH2:10][OH:11])=[CH:8][C:7](B3OC(C)(C)C(C)(C)O3)=[CH:6][N:5]2[CH:21]=1.Cl[C:23]1[N:24]=[C:25]2[CH:33]=[CH:32][C:31]([F:34])=[CH:30][N:26]2[C:27](=[O:29])[CH:28]=1.C([O-])([O-])=O.[K+].[K+]. The catalyst is [Pd].C1(P(C2C=CC=CC=2)C2C=CC=CC=2)C=CC=CC=1.C1(P(C2C=CC=CC=2)C2C=CC=CC=2)C=CC=CC=1.C1(P(C2C=CC=CC=2)C2C=CC=CC=2)C=CC=CC=1.C1(P(C2C=CC=CC=2)C2C=CC=CC=2)C=CC=CC=1.CC#N. The product is [F:34][C:31]1[CH:32]=[CH:33][C:25]2[N:26]([CH:30]=1)[C:27](=[O:29])[CH:28]=[C:23]([C:7]1[CH:8]=[C:9]([CH2:10][OH:11])[C:4]3[N:5]([CH:21]=[C:2]([CH3:1])[N:3]=3)[CH:6]=1)[N:24]=2. The yield is 0.880. (10) The reactants are [CH3:1][O:2][C:3]([CH:5]1[CH2:9][CH:8]([CH2:10][CH:11]=[CH:12][CH3:13])[CH2:7][N:6]1[C:14]([O:16][C:17]([CH3:20])([CH3:19])[CH3:18])=[O:15])=[O:4].[O:21]=O. The catalyst is CN(C=O)C.O.[Pd](Cl)Cl.[Cu]Cl. The product is [CH3:1][O:2][C:3]([CH:5]1[CH2:9][CH:8]([CH2:10][CH2:11][C:12](=[O:21])[CH3:13])[CH2:7][N:6]1[C:14]([O:16][C:17]([CH3:19])([CH3:18])[CH3:20])=[O:15])=[O:4]. The yield is 0.710.